From a dataset of Full USPTO retrosynthesis dataset with 1.9M reactions from patents (1976-2016). Predict the reactants needed to synthesize the given product. (1) Given the product [CH3:1][C:2]1[O:6][C:5]([CH2:7][C:8]2[CH:13]=[CH:12][C:11]([CH2:14][C:15]3[CH:25]=[C:24]([C:26]4[C:27]([NH2:33])=[N:28][C:29]([NH2:32])=[CH:30][CH:31]=4)[O:17][N:16]=3)=[CH:10][CH:9]=2)=[CH:4][CH:3]=1, predict the reactants needed to synthesize it. The reactants are: [CH3:1][C:2]1[O:6][C:5]([CH2:7][C:8]2[CH:13]=[CH:12][C:11]([CH2:14][C:15](Cl)=[N:16][OH:17])=[CH:10][CH:9]=2)=[CH:4][CH:3]=1.O1CCCC1.[C:24]([C:26]1[C:27]([NH2:33])=[N:28][C:29]([NH2:32])=[CH:30][CH:31]=1)#[CH:25].C(N(CC)CC)C. (2) Given the product [C:1]([N:35]1[CH2:36][CH2:37][CH2:38][CH:34]1[C:33]1[C:19]([O:18][C:17]2[CH:16]=[CH:15][C:14]([C:11]3[N:12]=[N:13][N:9]([CH3:8])[N:10]=3)=[CH:40][CH:39]=2)=[CH:20][C:21]2[N:25]=[C:24]([C:26]3[CH:31]=[CH:30][CH:29]=[CH:28][N:27]=3)[NH:23][C:22]=2[CH:32]=1)(=[O:3])[CH3:2], predict the reactants needed to synthesize it. The reactants are: [C:1](OC(=O)C)(=[O:3])[CH3:2].[CH3:8][N:9]1[N:13]=[N:12][C:11]([C:14]2[CH:40]=[CH:39][C:17]([O:18][C:19]3[C:33]([CH:34]4[CH2:38][CH2:37][CH2:36][NH:35]4)=[CH:32][C:22]4[NH:23][C:24]([C:26]5[CH:31]=[CH:30][CH:29]=[CH:28][N:27]=5)=[N:25][C:21]=4[CH:20]=3)=[CH:16][CH:15]=2)=[N:10]1. (3) Given the product [F:1][C:2]1[CH:3]=[C:4]([C:8]2[N:12]([C@H:13]3[CH2:18][CH2:17][CH2:16][CH2:15][C@@H:14]3[OH:19])[CH:11]=[N:10][C:9]=2[C:20]([OH:22])=[O:21])[CH:5]=[CH:6][CH:7]=1, predict the reactants needed to synthesize it. The reactants are: [F:1][C:2]1[CH:3]=[C:4]([C:8]2[N:12]([C@H:13]3[CH2:18][CH2:17][CH2:16][CH2:15][C@@H:14]3[OH:19])[CH:11]=[N:10][C:9]=2[C:20]([O:22]C)=[O:21])[CH:5]=[CH:6][CH:7]=1.[OH-].[Na+].